Regression. Given a peptide amino acid sequence and an MHC pseudo amino acid sequence, predict their binding affinity value. This is MHC class II binding data. From a dataset of Peptide-MHC class II binding affinity with 134,281 pairs from IEDB. (1) The peptide sequence is GRSLRLSCAASGFTF. The MHC is DRB3_0101 with pseudo-sequence DRB3_0101. The binding affinity (normalized) is 0.603. (2) The peptide sequence is CWLVTNGSYLNETHF. The MHC is DRB1_0101 with pseudo-sequence DRB1_0101. The binding affinity (normalized) is 0.307.